This data is from Full USPTO retrosynthesis dataset with 1.9M reactions from patents (1976-2016). The task is: Predict the reactants needed to synthesize the given product. (1) Given the product [CH3:1][O:2][C:3]([C:5]1[NH:25][C:8]2=[N:9][CH:10]=[C:11]([NH:13][C:14](=[O:27])[C:15]3[CH:20]=[C:19]([NH2:21])[CH:18]=[CH:17][C:16]=3[CH3:24])[CH:12]=[C:7]2[CH:6]=1)=[O:4], predict the reactants needed to synthesize it. The reactants are: [CH3:1][O:2][C:3]([C:5]1[NH:25][C:8]2=[N:9][CH:10]=[C:11]([NH:13][CH2:14][C:15]3[CH:20]=[C:19]([N+:21]([O-])=O)[CH:18]=[CH:17][C:16]=3[CH3:24])[CH:12]=[C:7]2[CH:6]=1)=[O:4].C[OH:27]. (2) The reactants are: [Cl:1][C:2]1[CH:3]=[CH:4][C:5]([O:26][CH2:27][CH:28]([CH3:30])[CH3:29])=[C:6]([CH2:8][N:9]2[C:13]([CH3:14])=[CH:12][C:11]([NH:15][C:16](=[O:25])[C:17]3[CH:22]=[CH:21][CH:20]=[C:19]([CH:23]=O)[CH:18]=3)=[N:10]2)[CH:7]=1.[CH3:31][NH:32][CH3:33].O.C(O)(=O)C.[Na].Cl. Given the product [ClH:1].[Cl:1][C:2]1[CH:3]=[CH:4][C:5]([O:26][CH2:27][CH:28]([CH3:30])[CH3:29])=[C:6]([CH2:8][N:9]2[C:13]([CH3:14])=[CH:12][C:11]([NH:15][C:16](=[O:25])[C:17]3[CH:22]=[CH:21][CH:20]=[C:19]([CH2:23][N:32]([CH3:33])[CH3:31])[CH:18]=3)=[N:10]2)[CH:7]=1, predict the reactants needed to synthesize it. (3) Given the product [C:23]([C:22]1[CH:15]=[CH:14][C:13]2[C:12]3[C:7](=[CH:8][CH:9]=[CH:10][CH:11]=3)[C:6]([CH3:5])([CH3:25])[C:20]=2[CH:21]=1)#[N:19], predict the reactants needed to synthesize it. The reactants are: C(C1[CH:15]=[CH:14][C:13]2[C:12]3[C:7](=[CH:8][CH:9]=[CH:10][CH:11]=3)[CH2:6][C:5]=2C=1)#N.[H-].[Na+].C[N:19]1[C:23](=O)[CH2:22][CH2:21][CH2:20]1.[CH3:25]I. (4) Given the product [CH2:1]([N:8]1[CH2:12][CH2:11][CH:10]([O:13][C:28]2[CH:27]=[CH:26][C:25]([N:24]3[C:23](=[O:32])[C:22]4[C:17](=[CH:18][CH:19]=[CH:20][CH:21]=4)[N:16]=[C:15]3[CH3:14])=[CH:30][CH:29]=2)[CH2:9]1)[C:2]1[CH:3]=[CH:4][CH:5]=[CH:6][CH:7]=1, predict the reactants needed to synthesize it. The reactants are: [CH2:1]([N:8]1[CH2:12][CH2:11][CH:10]([OH:13])[CH2:9]1)[C:2]1[CH:7]=[CH:6][CH:5]=[CH:4][CH:3]=1.[CH3:14][C:15]1[N:24]([C:25]2[CH:30]=[CH:29][C:28](O)=[CH:27][CH:26]=2)[C:23](=[O:32])[C:22]2[C:17](=[CH:18][CH:19]=[CH:20][CH:21]=2)[N:16]=1.